This data is from NCI-60 drug combinations with 297,098 pairs across 59 cell lines. The task is: Regression. Given two drug SMILES strings and cell line genomic features, predict the synergy score measuring deviation from expected non-interaction effect. Drug 1: C1=CC=C(C=C1)NC(=O)CCCCCCC(=O)NO. Drug 2: C1CN(P(=O)(OC1)NCCCl)CCCl. Cell line: MALME-3M. Synergy scores: CSS=11.5, Synergy_ZIP=-0.311, Synergy_Bliss=0.993, Synergy_Loewe=-21.7, Synergy_HSA=-4.95.